This data is from Full USPTO retrosynthesis dataset with 1.9M reactions from patents (1976-2016). The task is: Predict the reactants needed to synthesize the given product. Given the product [C:1]([O:5][C:6]([N:8]1[CH2:13][CH2:12][N:11]([CH2:14][C:15]2[CH:20]=[CH:19][CH:18]=[CH:17][CH:16]=2)[CH:10]([CH2:21][N:27]2[CH:31]=[CH:30][N:29]=[CH:28]2)[CH2:9]1)=[O:7])([CH3:4])([CH3:3])[CH3:2], predict the reactants needed to synthesize it. The reactants are: [C:1]([O:5][C:6]([N:8]1[CH2:13][CH2:12][N:11]([CH2:14][C:15]2[CH:20]=[CH:19][CH:18]=[CH:17][CH:16]=2)[CH:10]([CH2:21]OS(C)(=O)=O)[CH2:9]1)=[O:7])([CH3:4])([CH3:3])[CH3:2].[N:27]1([Na])[CH:31]=[CH:30][N:29]=[CH:28]1.O.